This data is from Catalyst prediction with 721,799 reactions and 888 catalyst types from USPTO. The task is: Predict which catalyst facilitates the given reaction. Reactant: [C:1]([N:4]1[CH2:10][C:9]2[CH:11]=[CH:12][C:13]([C:15](OC)=[O:16])=[CH:14][C:8]=2[O:7][CH2:6][C@@H:5]1[CH3:19])(=[O:3])[CH3:2].[OH-:20].[Na+].[NH2:22]O. Product: [C:1]([N:4]1[CH2:10][C:9]2[CH:11]=[CH:12][C:13]([C:15]([NH:22][OH:20])=[O:16])=[CH:14][C:8]=2[O:7][CH2:6][C@@H:5]1[CH3:19])(=[O:3])[CH3:2]. The catalyst class is: 36.